Dataset: Full USPTO retrosynthesis dataset with 1.9M reactions from patents (1976-2016). Task: Predict the reactants needed to synthesize the given product. (1) Given the product [Cl:27][C:28]1[CH:29]=[CH:30][C:31]([O:32][CH2:33][C:34]([N:36]2[C:42]3[CH:43]=[CH:44][CH:45]=[CH:46][C:41]=3[CH2:40][N:39]3[CH:47]=[CH:48][CH:49]=[C:38]3[CH2:37]2)=[O:35])=[CH:50][CH:51]=1, predict the reactants needed to synthesize it. The reactants are: C1C=CN2CC3C=CC=CC=3NCC=12.ClC1C=CC(OCC(Cl)=O)=CC=1.[Cl:27][C:28]1[CH:51]=[CH:50][C:31]([O:32][CH2:33][C:34]([N:36]2[C:42]3[CH:43]=[CH:44][CH:45]=[CH:46][C:41]=3[CH2:40][N:39]3[CH:47]=[CH:48][CH:49]=[C:38]3[CH2:37]2)=[O:35])=[C:30](C)[CH:29]=1. (2) Given the product [CH3:19][C:20]([CH3:25])([CH3:24])[C:21]([NH:4][C:3]1[CH:5]=[CH:6][C:7]([N+:9]([O-:11])=[O:10])=[CH:8][C:2]=1[CH3:1])=[O:22], predict the reactants needed to synthesize it. The reactants are: [CH3:1][C:2]1[CH:8]=[C:7]([N+:9]([O-:11])=[O:10])[CH:6]=[CH:5][C:3]=1[NH2:4].C(N(CC)CC)C.[CH3:19][C:20]([CH3:25])([CH3:24])[C:21](Cl)=[O:22]. (3) Given the product [ClH:14].[C:5]([C:7]1[C:12]([F:13])=[CH:11][CH:10]=[CH:9][N:8]=1)(=[NH:15])[NH2:6], predict the reactants needed to synthesize it. The reactants are: C[O-].[Na+].[Na].[C:5]([C:7]1[C:12]([F:13])=[CH:11][CH:10]=[CH:9][N:8]=1)#[N:6].[Cl-:14].[NH4+:15].C(O)(=O)C. (4) Given the product [CH3:1][O:2][C:3]1[CH:4]=[C:5]([O:12][CH2:25][CH2:24][CH2:23][S:20]([CH3:19])(=[O:22])=[O:21])[CH:6]=[CH:7][C:8]=1[N+:9]([O-:11])=[O:10], predict the reactants needed to synthesize it. The reactants are: [CH3:1][O:2][C:3]1[CH:4]=[C:5]([OH:12])[CH:6]=[CH:7][C:8]=1[N+:9]([O-:11])=[O:10].C([O-])([O-])=O.[K+].[K+].[CH3:19][S:20]([CH2:23][CH2:24][CH2:25]OS(C)(=O)=O)(=[O:22])=[O:21]. (5) The reactants are: [CH3:1][C:2]1[C:3]([C:17]([OH:19])=O)=[N:4][NH:5][C:6]=1[Si:7]([CH:14]([CH3:16])[CH3:15])([CH:11]([CH3:13])[CH3:12])[CH:8]([CH3:10])[CH3:9].CCN=C=NCCCN(C)C.Cl.[F:32][C:33]([F:42])([F:41])[C:34]1[CH:40]=[CH:39][C:37]([NH2:38])=[CH:36][CH:35]=1. Given the product [F:32][C:33]([F:41])([F:42])[C:34]1[CH:35]=[CH:36][C:37]([NH:38][C:17]([C:3]2[C:2]([CH3:1])=[C:6]([Si:7]([CH:11]([CH3:13])[CH3:12])([CH:8]([CH3:9])[CH3:10])[CH:14]([CH3:15])[CH3:16])[NH:5][N:4]=2)=[O:19])=[CH:39][CH:40]=1, predict the reactants needed to synthesize it. (6) Given the product [NH2:30][S:29]([CH2:28][CH2:27][CH2:26][N:25]([CH3:40])[CH2:24][CH2:23][N:22]([CH2:21][CH:19]1[CH2:18][C:17]2[CH:42]=[CH:43][CH:44]=[CH:45][C:16]=2[C:15]2=[C:7]([CH:1]3[CH2:6][CH2:5][CH2:4][CH2:3][CH2:2]3)[C:8]3[CH:9]=[CH:10][C:11]([C:46]([OH:48])=[O:47])=[CH:12][C:13]=3[N:14]2[CH2:20]1)[CH3:41])(=[O:39])=[O:38], predict the reactants needed to synthesize it. The reactants are: [CH:1]1([C:7]2[C:8]3[CH:9]=[CH:10][C:11]([C:46]([O:48]C)=[O:47])=[CH:12][C:13]=3[N:14]3[CH2:20][CH:19]([CH2:21][N:22]([CH3:41])[CH2:23][CH2:24][N:25]([CH3:40])[CH2:26][CH2:27][CH2:28][S:29](=[O:39])(=[O:38])[NH:30]C(=O)OC(C)(C)C)[CH2:18][C:17]4[CH:42]=[CH:43][CH:44]=[CH:45][C:16]=4[C:15]=23)[CH2:6][CH2:5][CH2:4][CH2:3][CH2:2]1.C(O)(C(F)(F)F)=O.[OH-].[K+].Cl. (7) Given the product [C:2]([NH:4][C@H:5]([C:8]([NH:10][CH2:11][CH2:12][S:13][C:14](=[O:15])[CH3:16])=[O:9])[CH2:6][S:7][C:31]([C:32]1[CH:37]=[CH:36][CH:35]=[CH:34][CH:33]=1)([C:44]1[CH:45]=[CH:46][CH:47]=[CH:48][CH:49]=1)[C:38]1[CH:39]=[CH:40][CH:41]=[CH:42][CH:43]=1)(=[O:3])[CH3:1], predict the reactants needed to synthesize it. The reactants are: [CH3:1][C:2]([NH:4][C@H:5]([C:8]([NH:10][CH2:11][CH2:12][S:13][C:14]([CH3:16])=[O:15])=[O:9])[CH2:6][SH:7])=[O:3].N[C@H](C(O)=O)CS.C(N[C@H](C(O)=O)CS[C:31]([C:44]1[CH:49]=[CH:48][CH:47]=[CH:46][CH:45]=1)([C:38]1[CH:43]=[CH:42][CH:41]=[CH:40][CH:39]=1)[C:32]1[CH:37]=[CH:36][CH:35]=[CH:34][CH:33]=1)(=O)C.Cl.C(SCCN)(=O)C.